From a dataset of Forward reaction prediction with 1.9M reactions from USPTO patents (1976-2016). Predict the product of the given reaction. (1) The product is: [C:2]1([C:1]([C:9]2[CH:10]=[N:11][C:12]3[C:17]([C:18]=2[C:19]2[CH:35]=[CH:34][CH:33]=[C:21]([O:22][CH2:23][C:24]4[CH:29]=[CH:28][C:27]([CH2:30][C:31]5[NH:42][N:41]=[N:40][N:32]=5)=[CH:26][CH:25]=4)[CH:20]=2)=[CH:16][CH:15]=[CH:14][C:13]=3[C:36]([F:38])([F:37])[F:39])=[O:8])[CH:3]=[CH:4][CH:5]=[CH:6][CH:7]=1. Given the reactants [C:1]([C:9]1[CH:10]=[N:11][C:12]2[C:17]([C:18]=1[C:19]1[CH:20]=[C:21]([CH:33]=[CH:34][CH:35]=1)[O:22][CH2:23][C:24]1[CH:29]=[CH:28][C:27]([CH2:30][C:31]#[N:32])=[CH:26][CH:25]=1)=[CH:16][CH:15]=[CH:14][C:13]=2[C:36]([F:39])([F:38])[F:37])(=[O:8])[C:2]1[CH:7]=[CH:6][CH:5]=[CH:4][CH:3]=1.[N-:40]=[N+:41]=[N-:42].[Na+].[NH4+].[Cl-].O, predict the reaction product. (2) Given the reactants [F:1][C:2]1[CH:9]=[CH:8][C:5](C#N)=[C:4]([CH3:10])[CH:3]=1.C[Mg]I.C([O:16][CH2:17][CH3:18])C, predict the reaction product. The product is: [F:1][C:2]1[CH:9]=[CH:8][C:5]([C:17](=[O:16])[CH3:18])=[C:4]([CH3:10])[CH:3]=1.